From a dataset of Peptide-MHC class I binding affinity with 185,985 pairs from IEDB/IMGT. Regression. Given a peptide amino acid sequence and an MHC pseudo amino acid sequence, predict their binding affinity value. This is MHC class I binding data. (1) The peptide sequence is TDDNALAYY. The MHC is HLA-A23:01 with pseudo-sequence HLA-A23:01. The binding affinity (normalized) is 0. (2) The peptide sequence is ARIDARIDF. The MHC is HLA-A02:01 with pseudo-sequence HLA-A02:01. The binding affinity (normalized) is 0.0847. (3) The peptide sequence is LLKPRCNPA. The MHC is HLA-B15:01 with pseudo-sequence HLA-B15:01. The binding affinity (normalized) is 0.720. (4) The peptide sequence is ETFKIDAVR. The MHC is HLA-A31:01 with pseudo-sequence HLA-A31:01. The binding affinity (normalized) is 0.568. (5) The peptide sequence is CYGVSATKL. The MHC is HLA-A01:01 with pseudo-sequence HLA-A01:01. The binding affinity (normalized) is 0. (6) The peptide sequence is RVRRLNWAA. The MHC is HLA-A26:01 with pseudo-sequence HLA-A26:01. The binding affinity (normalized) is 0.0847. (7) The peptide sequence is HLKRTILAL. The MHC is HLA-B08:02 with pseudo-sequence HLA-B08:02. The binding affinity (normalized) is 0.220. (8) The peptide sequence is MVFQHFHLF. The MHC is HLA-C14:02 with pseudo-sequence HLA-C14:02. The binding affinity (normalized) is 0.0847.